Dataset: Full USPTO retrosynthesis dataset with 1.9M reactions from patents (1976-2016). Task: Predict the reactants needed to synthesize the given product. (1) Given the product [CH3:8][N:7]1[C:3]([OH:2])=[C:4]([C:10]2[N:14]=[C:13]([C:15]3[CH:16]=[CH:17][CH:18]=[CH:19][CH:20]=3)[O:12][N:11]=2)[C:5]([CH3:9])=[N:6]1, predict the reactants needed to synthesize it. The reactants are: C[O:2][C:3]1[N:7]([CH3:8])[N:6]=[C:5]([CH3:9])[C:4]=1[C:10]1[N:14]=[C:13]([C:15]2[CH:20]=[CH:19][CH:18]=[CH:17][CH:16]=2)[O:12][N:11]=1.B(Br)(Br)Br. (2) Given the product [Cl:21][C:22]1[CH:27]=[C:26]([Cl:28])[CH:25]=[CH:24][C:23]=1[CH2:29][NH:30][C:4](=[O:6])[C@@H:3]1[CH2:7][CH2:8][C:9](=[O:10])[N:2]1[CH3:1], predict the reactants needed to synthesize it. The reactants are: [CH3:1][N:2]1[C:9](=[O:10])[CH2:8][CH2:7][C@H:3]1[C:4]([OH:6])=O.ON1C2C=CC=CC=2N=N1.[Cl:21][C:22]1[CH:27]=[C:26]([Cl:28])[CH:25]=[CH:24][C:23]=1[CH2:29][NH2:30].C(NC(C)C)(C)C.CN(C(ON1N=NC2C=CC=NC1=2)=[N+](C)C)C.F[P-](F)(F)(F)(F)F.